Task: Predict the reactants needed to synthesize the given product.. Dataset: Retrosynthesis with 50K atom-mapped reactions and 10 reaction types from USPTO (1) Given the product CC(C)(C)OC(=O)C[C@@H](CCCC1CCCCC1)c1nc(C(=O)N2CCCC2)no1, predict the reactants needed to synthesize it. The reactants are: C1CCNC1.CCOC(=O)c1noc([C@H](CCCC2CCCCC2)CC(=O)OC(C)(C)C)n1. (2) Given the product COc1cccc(CO)c1C, predict the reactants needed to synthesize it. The reactants are: COc1cccc(C(=O)O)c1C. (3) The reactants are: Nc1cccc2c1C(=O)N(c1cccc(C(F)(F)F)c1)C2.O=C(O)c1cnccn1. Given the product O=C(Nc1cccc2c1C(=O)N(c1cccc(C(F)(F)F)c1)C2)c1cnccn1, predict the reactants needed to synthesize it. (4) The reactants are: C=CCN.O=C(O)c1ccc([N+](=O)[O-])cc1Br. Given the product C=CCNC(=O)c1ccc([N+](=O)[O-])cc1Br, predict the reactants needed to synthesize it. (5) Given the product Nc1cc(F)c(F)cc1OCc1ccccc1, predict the reactants needed to synthesize it. The reactants are: O=[N+]([O-])c1cc(F)c(F)cc1OCc1ccccc1. (6) Given the product COCCOc1ccc(I)c([N+](=O)[O-])c1, predict the reactants needed to synthesize it. The reactants are: COCCBr.O=[N+]([O-])c1cc(O)ccc1I. (7) The reactants are: N[C@@H](Cc1cn(C(c2ccccc2)(c2ccccc2)c2ccccc2)cn1)C(=O)N[C@@H](CC1CCCCC1)[C@@H](O)[C@@H](O)C1CC1.O=C(O)c1nc2ccccc2[nH]1. Given the product O=C(N[C@@H](Cc1cn(C(c2ccccc2)(c2ccccc2)c2ccccc2)cn1)C(=O)N[C@@H](CC1CCCCC1)[C@@H](O)[C@@H](O)C1CC1)c1nc2ccccc2[nH]1, predict the reactants needed to synthesize it.